From a dataset of Full USPTO retrosynthesis dataset with 1.9M reactions from patents (1976-2016). Predict the reactants needed to synthesize the given product. (1) Given the product [CH3:5][CH2:4][N:3]([C:6]([C:8]1([C:13]2[CH:14]=[CH:15][CH:16]=[CH:17][CH:18]=2)[CH:10]([CH2:11][NH2:12])[CH2:9]1)=[O:7])[CH2:2][CH3:1], predict the reactants needed to synthesize it. The reactants are: [CH3:1][CH2:2][N:3]([C:6]([C:8]1([C:13]2[CH:14]=[CH:15][CH:16]=[CH:17][CH:18]=2)[CH:10]([CH2:11][NH2:12])[CH2:9]1)=[O:7])[CH2:4][CH3:5].Cl.Cl.[OH-].[Na+]. (2) Given the product [CH:1]1([CH:7]([NH:21][C:22]2[CH:23]=[CH:24][C:25]([C:26]([N:32]([CH3:31])[CH2:33][CH2:34][C:35]([OH:37])=[O:36])=[O:28])=[CH:29][CH:30]=2)[C:8]2[CH:12]=[C:11]([C:13]3[CH:14]=[N:15][C:16]([O:53][CH3:54])=[CH:17][CH:18]=3)[O:52][C:9]=2[CH3:20])[CH2:6][CH2:5][CH2:4][CH2:3][CH2:2]1, predict the reactants needed to synthesize it. The reactants are: [CH:1]1([CH:7]([NH:21][C:22]2[CH:30]=[CH:29][C:25]([C:26]([OH:28])=O)=[CH:24][CH:23]=2)[C:8]2[CH:12]=[C:11]([C:13]3[CH:14]=[N:15][C:16](C)=[CH:17][CH:18]=3)O[C:9]=2[CH3:20])[CH2:6][CH2:5][CH2:4][CH2:3][CH2:2]1.[CH3:31][NH:32][CH2:33][CH2:34][C:35]([O:37]CC)=[O:36].Cl.C(N=C=NCCCN(C)C)C.[OH2:52].[OH:53][C:54]1C2N=NNC=2C=CC=1. (3) Given the product [F:1][C:2]1[C:3]([C:18]([F:21])([F:19])[F:20])=[C:4]([C:8]2[CH2:13][CH2:12][N:11]([CH2:14][CH2:15][CH3:16])[CH2:10][CH:9]=2)[CH:5]=[CH:6][CH:7]=1, predict the reactants needed to synthesize it. The reactants are: [F:1][C:2]1[C:3]([C:18]([F:21])([F:20])[F:19])=[C:4]([C:8]2(O)[CH2:13][CH2:12][N:11]([CH2:14][CH2:15][CH3:16])[CH2:10][CH2:9]2)[CH:5]=[CH:6][CH:7]=1. (4) The reactants are: [OH:1][C@@H:2]([C:23]1[CH:28]=[CH:27][CH:26]=[CH:25][CH:24]=1)[CH2:3][CH2:4][N:5]1[CH2:10][CH2:9][CH:8]([C:11]2[CH:12]=[C:13]([NH:17][C:18](=[O:22])[CH:19]([CH3:21])[CH3:20])[CH:14]=[CH:15][CH:16]=2)[CH2:7][CH2:6]1.[C:29]([C:32]1[CH:37]=[CH:36][CH:35]=[CH:34][C:33]=1O)(=[O:31])[CH3:30].C1(P(C2C=CC=CC=2)C2C=CC=CC=2)C=CC=CC=1.N(C(OCC)=O)=NC(OCC)=O.N. Given the product [C:29]([C:32]1[CH:33]=[C:34]([CH:35]=[CH:36][CH:37]=1)[O:1][C@H:2]([C:23]1[CH:24]=[CH:25][CH:26]=[CH:27][CH:28]=1)[CH2:3][CH2:4][N:5]1[CH2:10][CH2:9][CH:8]([C:11]2[CH:12]=[C:13]([NH:17][C:18](=[O:22])[CH:19]([CH3:21])[CH3:20])[CH:14]=[CH:15][CH:16]=2)[CH2:7][CH2:6]1)(=[O:31])[CH3:30], predict the reactants needed to synthesize it. (5) Given the product [CH:26]1([C:32]([C:10]2[C:11](=[O:13])[O:12][CH:8]([CH2:7][CH:1]3[CH2:2][CH2:3][CH2:4][CH2:5][CH2:6]3)[C:9]=2[OH:14])=[O:33])[CH2:31][CH2:30][CH2:29][CH2:28][CH2:27]1, predict the reactants needed to synthesize it. The reactants are: [CH:1]1([CH2:7][CH:8]2[O:12][C:11](=[O:13])[CH:10]=[C:9]2[OH:14])[CH2:6][CH2:5][CH2:4][CH2:3][CH2:2]1.CCN(CC)CC.C(Cl)CCl.[CH:26]1([C:32](O)=[O:33])[CH2:31][CH2:30][CH2:29][CH2:28][CH2:27]1.Cl.[Na+].[Cl-]. (6) Given the product [F:1][C:2]1[C:3]([NH:17][CH:18]=[N:19][OH:24])=[N:4][C:5]([O:8][CH2:9][C:10]2[CH:15]=[CH:14][C:13]([F:16])=[CH:12][CH:11]=2)=[N:6][CH:7]=1, predict the reactants needed to synthesize it. The reactants are: [F:1][C:2]1[C:3]([N:17]=[CH:18][N:19](C)C)=[N:4][C:5]([O:8][CH2:9][C:10]2[CH:15]=[CH:14][C:13]([F:16])=[CH:12][CH:11]=2)=[N:6][CH:7]=1.Cl.N[OH:24]. (7) Given the product [CH2:11]([O:10][C:8]([C:4]1[NH:5][C:6]([CH3:7])=[C:2]([C:17]2[CH:18]=[CH:19][CH:20]=[CH:21][C:16]=2[C:15]([F:26])([F:25])[F:14])[C:3]=1[CH3:13])=[O:9])[CH3:12], predict the reactants needed to synthesize it. The reactants are: Br[C:2]1[C:3]([CH3:13])=[C:4]([C:8]([O:10][CH2:11][CH3:12])=[O:9])[NH:5][C:6]=1[CH3:7].[F:14][C:15]([F:26])([F:25])[C:16]1[CH:21]=[CH:20][CH:19]=[CH:18][C:17]=1B(O)O.C(=O)([O-])[O-].[Na+].[Na+].